This data is from Reaction yield outcomes from USPTO patents with 853,638 reactions. The task is: Predict the reaction yield, written as a fraction of the theoretical maximum amount of product (1.0 means a 100% yield; for example, 0.34 means a 34% yield). (1) The catalyst is O1CCOCC1.O.C1C=CC(P([C]2[CH][CH][CH][CH]2)C2C=CC=CC=2)=CC=1.C1C=CC(P([C]2[CH][CH][CH][CH]2)C2C=CC=CC=2)=CC=1.Cl[Pd]Cl.[Fe]. The product is [Cl:36][C:37]1[C:38](=[O:45])[N:39]([CH3:44])[N:40]=[C:41]([C:18]2[C:19]([N:21]([CH3:26])[S:22]([CH3:25])(=[O:23])=[O:24])=[CH:20][C:10]3[O:9][C:8]([C:5]4[CH:6]=[CH:7][C:2]([F:1])=[CH:3][CH:4]=4)=[C:12]([C:13]([NH:15][CH3:16])=[O:14])[C:11]=3[CH:17]=2)[CH:42]=1. The reactants are [F:1][C:2]1[CH:7]=[CH:6][C:5]([C:8]2[O:9][C:10]3[CH:20]=[C:19]([N:21]([CH3:26])[S:22]([CH3:25])(=[O:24])=[O:23])[C:18](B4OC(C)(C)C(C)(C)O4)=[CH:17][C:11]=3[C:12]=2[C:13]([NH:15][CH3:16])=[O:14])=[CH:4][CH:3]=1.[Cl:36][C:37]1[C:38](=[O:45])[N:39]([CH3:44])[N:40]=[C:41](Cl)[CH:42]=1.C([O-])([O-])=O.[K+].[K+]. The yield is 0.600. (2) The reactants are [NH2:1][C:2]1[C:3]([C:14]([OH:16])=O)=[N:4][CH:5]=[N:6][C:7]=1[CH:8]1[CH2:13][CH2:12][O:11][CH2:10][CH2:9]1.[Cl:17][C:18]1[CH:23]=[CH:22][C:21]([C@H:24]2[CH2:29][CH2:28][NH:27][C:26]([S:30][CH3:31])=[N:25]2)=[CH:20][CH:19]=1.CN(C(ON1N=NC2C=CC=CC1=2)=[N+](C)C)C.[B-](F)(F)(F)F.CCN(C(C)C)C(C)C. The catalyst is CN(C=O)C. The product is [NH2:1][C:2]1[C:3]([C:14]([N:27]2[CH2:28][CH2:29][CH:24]([C:21]3[CH:20]=[CH:19][C:18]([Cl:17])=[CH:23][CH:22]=3)[N:25]=[C:26]2[S:30][CH3:31])=[O:16])=[N:4][CH:5]=[N:6][C:7]=1[CH:8]1[CH2:9][CH2:10][O:11][CH2:12][CH2:13]1. The yield is 0.380. (3) The reactants are [C:1]([NH:18][CH2:19][CH2:20][C:21]([OH:23])=[O:22])([O:3][CH2:4][CH:5]1[C:17]2[C:12](=[CH:13][CH:14]=[CH:15][CH:16]=2)[C:11]2[C:6]1=[CH:7][CH:8]=[CH:9][CH:10]=2)=[O:2].C1C=CC2N(O)N=NC=2C=1.C(Cl)CCl.Cl.[CH2:39]([O:41][C:42](=[O:46])[CH2:43][CH2:44][NH2:45])[CH3:40].CCN(C(C)C)C(C)C. The catalyst is C(Cl)Cl. The product is [C:1]([NH:18][CH2:19][CH2:20][C:21]([OH:23])=[O:22])([O:3][CH2:4][CH:5]1[C:6]2[C:11](=[CH:10][CH:9]=[CH:8][CH:7]=2)[C:12]2[C:17]1=[CH:16][CH:15]=[CH:14][CH:13]=2)=[O:2].[CH2:39]([O:41][C:42](=[O:46])[CH2:43][CH2:44][NH2:45])[CH3:40]. The yield is 0.960. (4) The reactants are FC(F)(F)C([N:5]([C@@H:13]1[CH2:15][C@H:14]1[C:16]1[CH:21]=[CH:20][CH:19]=[CH:18][CH:17]=1)[CH2:6][CH:7]1[CH2:12][CH2:11][NH:10][CH2:9][CH2:8]1)=O.C(=O)([O-])[O-].[K+].[K+].Br[CH:31]([CH3:33])[CH3:32]. The catalyst is C(#N)C. The product is [CH:31]([N:10]1[CH2:9][CH2:8][CH:7]([CH2:6][NH:5][C@@H:13]2[CH2:15][C@H:14]2[C:16]2[CH:17]=[CH:18][CH:19]=[CH:20][CH:21]=2)[CH2:12][CH2:11]1)([CH3:33])[CH3:32]. The yield is 0.401.